Dataset: Catalyst prediction with 721,799 reactions and 888 catalyst types from USPTO. Task: Predict which catalyst facilitates the given reaction. (1) Reactant: [C:1]1([C:15]2[CH:20]=[CH:19][CH:18]=[CH:17][CH:16]=2)[CH:6]=[CH:5][C:4]([C:7]([C@@H:9]2[NH:13][C:12](=[O:14])[CH2:11][CH2:10]2)=O)=[CH:3][CH:2]=1.S(=O)(=O)(O)O. Product: [C:1]1([C:15]2[CH:16]=[CH:17][CH:18]=[CH:19][CH:20]=2)[CH:2]=[CH:3][C:4]([CH2:7][C@@H:9]2[NH:13][C:12](=[O:14])[CH2:11][CH2:10]2)=[CH:5][CH:6]=1. The catalyst class is: 7. (2) Reactant: [N:1]([CH2:4][C:5]1[CH:10]=[CH:9][N:8]([C:11]2[CH:15]=[CH:14][S:13][CH:12]=2)[C:7](=[O:16])[CH:6]=1)=[N+]=[N-].C1(P(C2C=CC=CC=2)C2C=CC=CC=2)C=CC=CC=1.O. Product: [NH2:1][CH2:4][C:5]1[CH:10]=[CH:9][N:8]([C:11]2[CH:15]=[CH:14][S:13][CH:12]=2)[C:7](=[O:16])[CH:6]=1. The catalyst class is: 7. (3) Reactant: [Si]([O:8][C@H:9]([C:36]1[CH:41]=[CH:40][C:39]([OH:42])=[C:38]([CH2:43][OH:44])[CH:37]=1)[CH2:10][NH:11][C@H:12]([CH3:35])[CH2:13][C:14]1[CH:15]=[C:16]2[C:20](=[CH:21][CH:22]=1)[NH:19][C:18]([C:23]([NH:25][CH2:26][C:27]1[CH:32]=[CH:31][CH:30]=[CH:29][C:28]=1[O:33][CH3:34])=[O:24])=[CH:17]2)(C(C)(C)C)(C)C.[F-].[NH4+]. Product: [NH3:11].[OH:8][C@H:9]([C:36]1[CH:41]=[CH:40][C:39]([OH:42])=[C:38]([CH2:43][OH:44])[CH:37]=1)[CH2:10][NH:11][C@H:12]([CH3:35])[CH2:13][C:14]1[CH:15]=[C:16]2[C:20](=[CH:21][CH:22]=1)[NH:19][C:18]([C:23]([NH:25][CH2:26][C:27]1[CH:32]=[CH:31][CH:30]=[CH:29][C:28]=1[O:33][CH3:34])=[O:24])=[CH:17]2. The catalyst class is: 24. (4) Reactant: [C:1]1([S:7]([Cl:10])(=[O:9])=[O:8])[CH:6]=[CH:5][CH:4]=[CH:3][CH:2]=1.[N:11]1([CH2:16][CH2:17][NH:18][C:19]2[C:27]3[O:26][CH:25]=[CH:24][C:23]=3[CH:22]=[C:21]([NH2:28])[CH:20]=2)[CH2:15][CH2:14][CH2:13][CH2:12]1.C(N(CC)CC)C. Product: [ClH:10].[N:11]1([CH2:16][CH2:17][NH:18][C:19]2[C:27]3[O:26][CH:25]=[CH:24][C:23]=3[CH:22]=[C:21]([NH:28][S:7]([C:1]3[CH:6]=[CH:5][CH:4]=[CH:3][CH:2]=3)(=[O:9])=[O:8])[CH:20]=2)[CH2:15][CH2:14][CH2:13][CH2:12]1. The catalyst class is: 4. (5) Reactant: [CH2:1]([C@:4]1([C:17]2[CH:22]=[CH:21][C:20]([F:23])=[CH:19][CH:18]=2)[CH2:9][CH2:8][N:7]([C@H:10]([C:12]([CH3:15])([CH3:14])[CH3:13])[CH3:11])[C:6](=[O:16])[NH:5]1)[CH:2]=C.[O:24]=[O+][O-].[BH4-].[Na+]. Product: [CH3:13][C:12]([CH3:15])([CH3:14])[C@@H:10]([N:7]1[CH2:8][CH2:9][C@@:4]([C:17]2[CH:22]=[CH:21][C:20]([F:23])=[CH:19][CH:18]=2)([CH2:1][CH2:2][OH:24])[NH:5][C:6]1=[O:16])[CH3:11]. The catalyst class is: 2. (6) Reactant: [CH3:1][C:2]1[CH:7]=[CH:6][C:5]([S:8]([O:11][CH2:12][C@@H:13]([OH:29])[C@H:14]([O:21][Si:22]([C:25]([CH3:28])([CH3:27])[CH3:26])([CH3:24])[CH3:23])[C@@H:15]([CH3:20])[CH2:16][N:17]=[N+:18]=[N-:19])(=[O:10])=[O:9])=[CH:4][CH:3]=1.N1C(C)=CC=CC=1C.[Si:38](OS(C(F)(F)F)(=O)=O)([C:41]([CH3:44])([CH3:43])[CH3:42])([CH3:40])[CH3:39]. Product: [CH3:1][C:2]1[CH:7]=[CH:6][C:5]([S:8]([O:11][CH2:12][C@@H:13]([O:29][Si:38]([C:41]([CH3:44])([CH3:43])[CH3:42])([CH3:40])[CH3:39])[C@H:14]([O:21][Si:22]([C:25]([CH3:28])([CH3:27])[CH3:26])([CH3:23])[CH3:24])[C@@H:15]([CH3:20])[CH2:16][N:17]=[N+:18]=[N-:19])(=[O:9])=[O:10])=[CH:4][CH:3]=1. The catalyst class is: 25. (7) Reactant: [Br:1][C:2]1[C:3]([N:10]([CH3:12])[NH2:11])=[N:4][C:5]([S:8][CH3:9])=[N:6][CH:7]=1.C(N(CC)CC)C.[Br:20][C:21]1[CH:29]=[CH:28][CH:27]=[CH:26][C:22]=1[C:23](Cl)=[O:24]. Product: [Br:1][C:2]1[C:3]([N:10]([CH3:12])[NH:11][C:23](=[O:24])[C:22]2[CH:26]=[CH:27][CH:28]=[CH:29][C:21]=2[Br:20])=[N:4][C:5]([S:8][CH3:9])=[N:6][CH:7]=1. The catalyst class is: 4.